This data is from Full USPTO retrosynthesis dataset with 1.9M reactions from patents (1976-2016). The task is: Predict the reactants needed to synthesize the given product. (1) The reactants are: [F:1][C:2]1[CH:10]=[C:9]2[C:5]([CH:6]=[N:7][NH:8]2)=[CH:4][C:3]=1[NH2:11].[Cl:12][C:13]1[CH:18]=[CH:17][C:16]([CH:19]2[CH2:24][C:23](=[O:25])[NH:22][C:21]([CH3:26])=[C:20]2[C:27](O)=[O:28])=[CH:15][C:14]=1[O:30][CH3:31].C(Cl)CCl.CCN(CC)CC. Given the product [Cl:12][C:13]1[CH:18]=[CH:17][C:16]([CH:19]2[CH2:24][C:23](=[O:25])[NH:22][C:21]([CH3:26])=[C:20]2[C:27]([NH:11][C:3]2[CH:4]=[C:5]3[C:9](=[CH:10][C:2]=2[F:1])[NH:8][N:7]=[CH:6]3)=[O:28])=[CH:15][C:14]=1[O:30][CH3:31], predict the reactants needed to synthesize it. (2) The reactants are: [NH2:1][C:2]1[CH:3]=[C:4]([CH:15]=[CH:16][C:17]=1[O:18][CH3:19])[C:5]([NH:7][C:8]1[CH:13]=[CH:12][C:11]([Cl:14])=[CH:10][CH:9]=1)=[O:6].[Cl:20][C:21]1[CH:22]=[C:23]([N:28]=[C:29]=[S:30])[CH:24]=[C:25]([Cl:27])[CH:26]=1. Given the product [Cl:14][C:11]1[CH:10]=[CH:9][C:8]([NH:7][C:5](=[O:6])[C:4]2[CH:15]=[CH:16][C:17]([O:18][CH3:19])=[C:2]([NH:1][C:29]([NH:28][C:23]3[CH:24]=[C:25]([Cl:27])[CH:26]=[C:21]([Cl:20])[CH:22]=3)=[S:30])[CH:3]=2)=[CH:13][CH:12]=1, predict the reactants needed to synthesize it. (3) Given the product [O:19]=[C:18]1[NH:8][C:1]2[C:2](=[CH:3][CH:4]=[CH:5][CH:6]=2)[N:7]=[C:17]1[CH2:16][CH2:10][C:11]([O:13][CH2:14][CH3:15])=[O:12], predict the reactants needed to synthesize it. The reactants are: [C:1]1([NH2:8])[CH:6]=[CH:5][CH:4]=[CH:3][C:2]=1[NH2:7].O=[C:10]([CH2:16][CH2:17][C:18](OCC)=[O:19])[C:11]([O:13][CH2:14][CH3:15])=[O:12]. (4) Given the product [Br:10][C:11]1[C:12]([N:27]2[CH2:32][CH2:31][CH:30]([C:33]3[O:37][N:36]=[C:35]([CH:38]([CH3:40])[CH3:39])[N:34]=3)[CH2:29][CH2:28]2)=[C:13]([C@H:19]([OH:26])[C:20]([O:22][CH:23]([CH3:25])[CH3:24])=[O:21])[C:14]([CH3:18])=[N:15][C:16]=1[CH3:17], predict the reactants needed to synthesize it. The reactants are: O1C2C=CC=CC=2OB1.[Br:10][C:11]1[C:12]([N:27]2[CH2:32][CH2:31][CH:30]([C:33]3[O:37][N:36]=[C:35]([CH:38]([CH3:40])[CH3:39])[N:34]=3)[CH2:29][CH2:28]2)=[C:13]([C:19](=[O:26])[C:20]([O:22][CH:23]([CH3:25])[CH3:24])=[O:21])[C:14]([CH3:18])=[N:15][C:16]=1[CH3:17].CB1N2CCC[C@@H]2C(C2C=CC=CC=2)(C2C=CC=CC=2)O1.